From a dataset of Cav3 T-type calcium channel HTS with 100,875 compounds. Binary Classification. Given a drug SMILES string, predict its activity (active/inactive) in a high-throughput screening assay against a specified biological target. (1) The molecule is O(c1cc(CCNC(=O)c2nnn(c2N)CC(=O)Nc2ccc(OCC)cc2)ccc1OC)C. The result is 0 (inactive). (2) The drug is s1c(NC(=O)CN2CCN(CC2)C)nc2c1cc(OC)cc2. The result is 0 (inactive). (3) The result is 0 (inactive). The molecule is OC(=O)Cn1nc(nn1)c1ccc(cc1)C. (4) The drug is Fc1ccc(CNC(=O)c2c(cc(oc2C)=O)C)cc1. The result is 0 (inactive).